From a dataset of Reaction yield outcomes from USPTO patents with 853,638 reactions. Predict the reaction yield, written as a fraction of the theoretical maximum amount of product (1.0 means a 100% yield; for example, 0.34 means a 34% yield). The reactants are [CH3:1][NH:2][C:3]1[CH:8]=[CH:7][N:6]=[CH:5][C:4]=1[N+:9]([O-])=O.O.O.[Cl:14][Sn]Cl.O. The catalyst is Cl. The product is [Cl:14][C:5]1[C:4]([NH2:9])=[C:3]([NH:2][CH3:1])[CH:8]=[CH:7][N:6]=1. The yield is 0.600.